From a dataset of Reaction yield outcomes from USPTO patents with 853,638 reactions. Predict the reaction yield, written as a fraction of the theoretical maximum amount of product (1.0 means a 100% yield; for example, 0.34 means a 34% yield). (1) The reactants are Cl[C:2]1[N:3]([CH2:24][CH:25]2[CH2:30][CH2:29][O:28][CH2:27][CH2:26]2)[C:4]2[C:13]3[CH:12]=[C:11]([O:14][CH3:15])[C:10]([C:16]4[C:17]([CH3:22])=[N:18][O:19][C:20]=4[CH3:21])=[CH:9][C:8]=3[N:7]=[CH:6][C:5]=2[N:23]=1.[CH2:31]([CH2:33][NH2:34])[OH:32]. The catalyst is CN1C(=O)CCC1.CS(C)=O. The product is [CH3:22][C:17]1[C:16]([C:10]2[C:11]([O:14][CH3:15])=[CH:12][C:13]3[C:4]4[N:3]([CH2:24][CH:25]5[CH2:30][CH2:29][O:28][CH2:27][CH2:26]5)[C:2]([NH:34][CH2:33][CH2:31][OH:32])=[N:23][C:5]=4[CH:6]=[N:7][C:8]=3[CH:9]=2)=[C:20]([CH3:21])[O:19][N:18]=1. The yield is 0.0540. (2) The reactants are [CH3:1][C:2]1([CH3:34])[CH2:10][C:9]2[N:8]([C:11]3[CH:18]=[CH:17][C:14]([C:15]#[N:16])=[C:13]([NH:19][CH:20]4[CH2:25][CH2:24][O:23][CH2:22][CH2:21]4)[CH:12]=3)[N:7]=[C:6]([CH2:26][C:27]3[CH:32]=[CH:31][CH:30]=[CH:29][N:28]=3)[C:5]=2[C:4](=[O:33])[CH2:3]1.[OH-:35].[Na+].OO. The catalyst is CS(C)=O.CCO.CCOC(C)=O. The product is [CH3:1][C:2]1([CH3:34])[CH2:10][C:9]2[N:8]([C:11]3[CH:18]=[CH:17][C:14]([C:15]([NH2:16])=[O:35])=[C:13]([NH:19][CH:20]4[CH2:25][CH2:24][O:23][CH2:22][CH2:21]4)[CH:12]=3)[N:7]=[C:6]([CH2:26][C:27]3[CH:32]=[CH:31][CH:30]=[CH:29][N:28]=3)[C:5]=2[C:4](=[O:33])[CH2:3]1. The yield is 0.850. (3) The reactants are [F:1][C:2]1[C:3]([C:9]2[N:10]([CH:15]([CH3:17])[CH3:16])[C:11]([CH3:14])=[N:12][CH:13]=2)=[N:4][C:5]([NH2:8])=[N:6][CH:7]=1.Br[C:19]1[CH:33]=[CH:32][C:22]([C:23]([N:25]2[CH2:30][CH2:29][N:28]([CH3:31])[CH2:27][CH2:26]2)=[O:24])=[CH:21][CH:20]=1.C1C=CC(P(C2C(C3C(P(C4C=CC=CC=4)C4C=CC=CC=4)=CC=C4C=3C=CC=C4)=C3C(C=CC=C3)=CC=2)C2C=CC=CC=2)=CC=1.CC(C)([O-])C.[Na+].[ClH:86].CCOCC. The catalyst is O1CCOCC1.CC([O-])=O.CC([O-])=O.[Pd+2]. The product is [ClH:86].[F:1][C:2]1[C:3]([C:9]2[N:10]([CH:15]([CH3:17])[CH3:16])[C:11]([CH3:14])=[N:12][CH:13]=2)=[N:4][C:5]([NH:8][C:19]2[CH:20]=[CH:21][C:22]([C:23]([N:25]3[CH2:30][CH2:29][N:28]([CH3:31])[CH2:27][CH2:26]3)=[O:24])=[CH:32][CH:33]=2)=[N:6][CH:7]=1. The yield is 0.360. (4) The reactants are [NH2:1][C:2]1[CH:31]=[CH:30][C:5]([O:6][C:7]2[CH:12]=[CH:11][N:10]=[C:9]3[CH:13]=[C:14]([C:16]4[N:21]=[CH:20][C:19]([CH2:22][CH2:23][N:24]5[CH2:28][CH2:27][CH2:26][C:25]5=[O:29])=[CH:18][CH:17]=4)[S:15][C:8]=23)=[C:4]([F:32])[CH:3]=1.[N:33]1[CH:38]=[CH:37][CH:36]=C[CH:34]=1.ClC(OC1C=CC=CC=1)=[O:41].C1(N)CC1. The catalyst is CN(C=O)C. The product is [CH:38]1([NH:33][C:34]([NH:1][C:2]2[CH:31]=[CH:30][C:5]([O:6][C:7]3[CH:12]=[CH:11][N:10]=[C:9]4[CH:13]=[C:14]([C:16]5[CH:17]=[CH:18][C:19]([CH2:22][CH2:23][N:24]6[CH2:28][CH2:27][CH2:26][C:25]6=[O:29])=[CH:20][N:21]=5)[S:15][C:8]=34)=[C:4]([F:32])[CH:3]=2)=[O:41])[CH2:36][CH2:37]1. The yield is 0.540. (5) The reactants are [CH3:1][CH:2]1[C:11]2[C:6](=[C:7]([CH3:23])[CH:8]=[C:9]([C:13]([C:15]3[CH:16]=[N:17][N:18]([CH2:21][CH3:22])[C:19]=3[OH:20])=[O:14])[C:10]=2[CH3:12])[S:5](=[O:25])(=[O:24])[CH2:4][CH2:3]1.O.C(=O)([O-])[O-].[K+].[K+].[C:33]1([CH3:43])[CH:38]=[CH:37][C:36]([S:39](Cl)(=[O:41])=[O:40])=[CH:35][CH:34]=1. The catalyst is ClCCl.[Cl-].C([N+](CC)(CC)CC)C1C=CC=CC=1. The product is [CH3:1][CH:2]1[C:11]2[C:6](=[C:7]([CH3:23])[CH:8]=[C:9]([C:13]([C:15]3[CH:16]=[N:17][N:18]([CH2:21][CH3:22])[C:19]=3[O:20][S:39]([C:36]3[CH:37]=[CH:38][C:33]([CH3:43])=[CH:34][CH:35]=3)(=[O:41])=[O:40])=[O:14])[C:10]=2[CH3:12])[S:5](=[O:25])(=[O:24])[CH2:4][CH2:3]1. The yield is 0.770. (6) The reactants are O1CCCC1.C(CC[N:10]1[CH:14]=[C:13]([N+:15]([O-:17])=[O:16])[N:12]=[C:11]1[S:18][C:19]1[CH:24]=[CH:23][C:22]([N+:25]([O-:27])=[O:26])=[CH:21][CH:20]=1)#N.Cl.O. The catalyst is C(OCC)(=O)C. The product is [N+:15]([C:13]1[N:12]=[C:11]([S:18][C:19]2[CH:20]=[CH:21][C:22]([N+:25]([O-:27])=[O:26])=[CH:23][CH:24]=2)[NH:10][CH:14]=1)([O-:17])=[O:16]. The yield is 0.580. (7) The reactants are [NH2:1][C:2]1[CH:3]=[C:4]([CH:19]=[CH:20][C:21]=1[F:22])[O:5][C:6]1[CH:7]=[CH:8][C:9]2[N:10]([CH:12]=[C:13]([NH:15][C:16](=[O:18])[CH3:17])[N:14]=2)[N:11]=1.[CH3:23][N:24]1[C:28]([C:29](Cl)=[O:30])=[CH:27][C:26]([CH3:32])=[N:25]1.O. The catalyst is CN(C)C(=O)C. The product is [C:16]([NH:15][C:13]1[N:14]=[C:9]2[CH:8]=[CH:7][C:6]([O:5][C:4]3[CH:19]=[CH:20][C:21]([F:22])=[C:2]([NH:1][C:29]([C:28]4[N:24]([CH3:23])[N:25]=[C:26]([CH3:32])[CH:27]=4)=[O:30])[CH:3]=3)=[N:11][N:10]2[CH:12]=1)(=[O:18])[CH3:17]. The yield is 0.780.